This data is from Forward reaction prediction with 1.9M reactions from USPTO patents (1976-2016). The task is: Predict the product of the given reaction. (1) Given the reactants [CH3:1][O:2][C:3]1[CH:4]=[C:5]2[C:10](=[CH:11][CH:12]=1)[NH:9][C:8](=O)[CH:7]=[CH:6]2.P(Cl)(Cl)([Cl:16])=O.[OH-].[Na+], predict the reaction product. The product is: [Cl:16][C:8]1[CH:7]=[CH:6][C:5]2[C:10](=[CH:11][CH:12]=[C:3]([O:2][CH3:1])[CH:4]=2)[N:9]=1. (2) Given the reactants [F:1][C:2]1[CH:10]=[CH:9][C:5]2[CH2:6][CH2:7][O:8][C:4]=2[C:3]=1[C:11]1[C:12](=[O:32])[NH:13][C:14](=[O:31])[C:15]=1[C:16]1[C:24]2[C:19](=[CH:20][CH:21]=[CH:22][CH:23]=2)[N:18]([CH:25]2[CH2:30][CH2:29][NH:28][CH2:27][CH2:26]2)[CH:17]=1.C(N(CC)CC)C.[N:40]1[CH:45]=[CH:44][N:43]=[CH:42][C:41]=1[C:46](O)=[O:47].Cl.CN(C)CCCN=C=NCC.ON1C2C=CC=CC=2N=N1, predict the reaction product. The product is: [F:1][C:2]1[CH:10]=[CH:9][C:5]2[CH2:6][CH2:7][O:8][C:4]=2[C:3]=1[C:11]1[C:12](=[O:32])[NH:13][C:14](=[O:31])[C:15]=1[C:16]1[C:24]2[C:19](=[CH:20][CH:21]=[CH:22][CH:23]=2)[N:18]([CH:25]2[CH2:26][CH2:27][N:28]([C:46]([C:41]3[CH:42]=[N:43][CH:44]=[CH:45][N:40]=3)=[O:47])[CH2:29][CH2:30]2)[CH:17]=1. (3) Given the reactants COS([O-])(=O)=O.N1(C=[N+]2CCCC2)CCCC1.CC(C)([O-])C.[K+].[C:24]([O:28][C:29]([N:31]1[C:35](=[O:36])[CH2:34][CH2:33][C@H:32]1CC1C=CC(C2C=CC=CC=2)=CC=1)=[O:30])([CH3:27])([CH3:26])[CH3:25], predict the reaction product. The product is: [C:24]([O:28][C:29]([N:31]1[CH2:32][CH2:33][CH2:34][C:35]1=[O:36])=[O:30])([CH3:27])([CH3:25])[CH3:26]. (4) Given the reactants [NH2:1][C:2]1[CH:7]=[C:6]([CH3:8])[CH:5]=[CH:4][C:3]=1[OH:9].[CH2:10]([O:12][C:13](OCC)([O:19]CC)[C:14](OCC)=O)[CH3:11], predict the reaction product. The product is: [CH2:10]([O:12][C:13]([C:14]1[O:9][C:3]2[CH:4]=[CH:5][C:6]([CH3:8])=[CH:7][C:2]=2[N:1]=1)=[O:19])[CH3:11]. (5) The product is: [Cl:22][C:23]1[CH:24]=[CH:25][C:26]([CH2:29][CH2:30][C:31]2[CH:36]=[CH:35][N:34]([C:2]3[CH:7]=[CH:6][C:5]4[C:8]5[CH2:13][CH2:12][N:11]([C:14]([O:16][C:17]([CH3:20])([CH3:19])[CH3:18])=[O:15])[CH2:10][C:9]=5[S:21][C:4]=4[CH:3]=3)[C:33](=[O:37])[CH:32]=2)=[N:27][CH:28]=1. Given the reactants Br[C:2]1[CH:7]=[CH:6][C:5]2[C:8]3[CH2:13][CH2:12][N:11]([C:14]([O:16][C:17]([CH3:20])([CH3:19])[CH3:18])=[O:15])[CH2:10][C:9]=3[S:21][C:4]=2[CH:3]=1.[Cl:22][C:23]1[CH:24]=[CH:25][C:26]([CH2:29][CH2:30][C:31]2[CH:36]=[CH:35][NH:34][C:33](=[O:37])[CH:32]=2)=[N:27][CH:28]=1, predict the reaction product. (6) Given the reactants O.[NH2:2][NH2:3].[CH3:4][NH:5][C:6]([C:8]1[N:9]=[N:10][C:11]([NH:27][C:28]2[CH:33]=[CH:32][CH:31]=[CH:30][N:29]=2)=[CH:12][C:13]=1[NH:14][C:15]1[C:16]([S:25][CH3:26])=[C:17]([CH:22]=[CH:23][CH:24]=1)[C:18](OC)=[O:19])=[O:7], predict the reaction product. The product is: [NH:2]([C:18]([C:17]1[C:16]([S:25][CH3:26])=[C:15]([NH:14][C:13]2[CH:12]=[C:11]([NH:27][C:28]3[CH:33]=[CH:32][CH:31]=[CH:30][N:29]=3)[N:10]=[N:9][C:8]=2[C:6]([NH:5][CH3:4])=[O:7])[CH:24]=[CH:23][CH:22]=1)=[O:19])[NH2:3]. (7) The product is: [NH2:1][C:2]1[C:3]([C:10]([N:12]=[C:13]2[N:16]3[CH2:21][CH2:22][CH2:23][CH:19]3[CH2:18][NH:17]2)=[O:11])=[N:4][C:5]([Cl:9])=[C:6]([NH2:8])[N:7]=1. Given the reactants [NH2:1][C:2]1[C:3]([C:10]([NH:12][C:13](=[NH:16])SC)=[O:11])=[N:4][C:5]([Cl:9])=[C:6]([NH2:8])[N:7]=1.[NH2:17][CH2:18][C@@H:19]1[CH2:23][CH2:22][CH2:21]N1, predict the reaction product. (8) Given the reactants [O:1]=[C:2]1[C:6]([C:13]2[CH:18]=[CH:17][CH:16]=[CH:15][CH:14]=2)([C:7]2[CH:12]=[CH:11][CH:10]=[CH:9][CH:8]=2)[CH2:5][CH2:4][N:3]1[CH2:19][C:20]([OH:22])=O.FC1C=CC(C2(C3C=CC(F)=CC=3)CCN(CC(O)=O)C2=O)=CC=1.O[NH:48]/[C:49](=[N:60]\[H])/[C:50]1[CH:55]=[CH:54][C:53]([C:56]([F:59])([F:58])[F:57])=[N:52][CH:51]=1.ON/C(=N\[H])/C1C=CC(C(F)(F)F)=CC=1, predict the reaction product. The product is: [C:7]1([C:6]2([C:13]3[CH:14]=[CH:15][CH:16]=[CH:17][CH:18]=3)[CH2:5][CH2:4][N:3]([CH2:19][C:20]3[O:22][N:60]=[C:49]([C:50]4[CH:51]=[N:52][C:53]([C:56]([F:59])([F:57])[F:58])=[CH:54][CH:55]=4)[N:48]=3)[C:2]2=[O:1])[CH:8]=[CH:9][CH:10]=[CH:11][CH:12]=1. (9) Given the reactants [CH3:1][CH2:2][CH2:3][C:4]1[N:8]([CH2:9][C:10]2[CH:15]=[CH:14][C:13]([C:16]3[C:21]([C:22]4[N:26](C(C5C=CC=CC=5)(C5C=CC=CC=5)C5C=CC=CC=5)[N:25]=[N:24][N:23]=4)=[CH:20][CH:19]=[CH:18][CH:17]=3)=[CH:12][CH:11]=2)[C:7]([C:46]([O:48][CH2:49][C:50]2[O:55][C:53](=[O:54])[O:52][C:51]=2[CH3:56])=[O:47])=[C:6]([C:57]([OH:60])([CH3:59])[CH3:58])[N:5]=1.CC(C)=O.Br, predict the reaction product. The product is: [CH3:1][CH2:2][CH2:3][C:4]1[N:8]([CH2:9][C:10]2[CH:11]=[CH:12][C:13]([C:16]3[CH:17]=[CH:18][CH:19]=[CH:20][C:21]=3[C:22]3[NH:26][N:25]=[N:24][N:23]=3)=[CH:14][CH:15]=2)[C:7]([C:46]([O:48][CH2:49][C:50]2[O:55][C:53](=[O:54])[O:52][C:51]=2[CH3:56])=[O:47])=[C:6]([C:57]([OH:60])([CH3:59])[CH3:58])[N:5]=1.